This data is from Reaction yield outcomes from USPTO patents with 853,638 reactions. The task is: Predict the reaction yield, written as a fraction of the theoretical maximum amount of product (1.0 means a 100% yield; for example, 0.34 means a 34% yield). (1) The reactants are [OH:1][C:2]1[C:11]2[C:6](=[CH:7][CH:8]=[CH:9][CH:10]=2)[C:5]([CH:12]=[O:13])=[C:4]([CH3:14])[CH:3]=1.[H-].[Na+].Br[CH2:18][C:19]#[C:20][CH3:21].[CH3:22]N(C)C=O. No catalyst specified. The product is [CH3:14][C:4]1[CH:3]=[C:2]([O:1][CH2:21][C:20]#[C:19][CH2:18][CH3:22])[C:11]2[C:6](=[CH:7][CH:8]=[CH:9][CH:10]=2)[C:5]=1[CH:12]=[O:13]. The yield is 0.780. (2) The reactants are [C:1]([O-:4])(=[O:3])[CH3:2].[K+].[I-].[K+].Br[CH2:9][CH2:10][CH2:11][C:12]([CH2:14][CH2:15][CH2:16][C:17](=[O:22])[CH2:18][CH2:19][CH2:20]Br)=[O:13]. The catalyst is C(OC(=O)C)(=O)C.CCOC(C)=O. The product is [C:1]([O:4][CH2:9][CH2:10][CH2:11][C:12]([CH2:14][CH2:15][CH2:16][C:17](=[O:22])[CH2:18][CH2:19][CH2:20][O:4][C:1](=[O:3])[CH3:2])=[O:13])(=[O:3])[CH3:2]. The yield is 0.663.